From a dataset of Catalyst prediction with 721,799 reactions and 888 catalyst types from USPTO. Predict which catalyst facilitates the given reaction. Reactant: Cl.Cl.[NH:3]1[C:11]2[C:6](=[CH:7][C:8]([C:12]3[C:20]4[C:15](=[N:16][CH:17]=[N:18][C:19]=4[NH2:21])[N:14]([CH3:22])[N:13]=3)=[CH:9][CH:10]=2)[CH2:5][CH2:4]1.[CH3:23][C:24]1[CH:25]=[C:26]([CH2:31][C:32](O)=[O:33])[CH:27]=[C:28]([CH3:30])[CH:29]=1.CN(C(ON1N=NC2C=CC=NC1=2)=[N+](C)C)C.F[P-](F)(F)(F)(F)F.CCN(C(C)C)C(C)C. Product: [CH3:23][C:24]1[CH:25]=[C:26]([CH2:31][C:32]([N:3]2[C:11]3[C:6](=[CH:7][C:8]([C:12]4[C:20]5[C:15](=[N:16][CH:17]=[N:18][C:19]=5[NH2:21])[N:14]([CH3:22])[N:13]=4)=[CH:9][CH:10]=3)[CH2:5][CH2:4]2)=[O:33])[CH:27]=[C:28]([CH3:30])[CH:29]=1. The catalyst class is: 18.